Dataset: Forward reaction prediction with 1.9M reactions from USPTO patents (1976-2016). Task: Predict the product of the given reaction. (1) The product is: [F:10][C:8]([F:9])([F:11])[C:5]1[CH:6]=[CH:7][C:2]([O:1][C:19](=[O:28])[N:20]([CH3:27])[C:21]2[CH:26]=[CH:25][CH:24]=[CH:23][CH:22]=2)=[N:3][CH:4]=1. Given the reactants [OH:1][C:2]1[CH:7]=[CH:6][C:5]([C:8]([F:11])([F:10])[F:9])=[CH:4][N:3]=1.[I-].C[N+]1C=CN([C:19](=[O:28])[N:20]([CH3:27])[C:21]2[CH:26]=[CH:25][CH:24]=[CH:23][CH:22]=2)C=1.C(N(CC)CC)C, predict the reaction product. (2) Given the reactants [F:1][C:2]([F:17])([F:16])[C:3]1[CH:4]=[C:5](B(O)O)[CH:6]=[C:7]([C:9]([F:12])([F:11])[F:10])[CH:8]=1.[F:18][C:19]1[CH:20]=[C:21]([CH:31]([NH:33][C:34]([C:36]2[N:37]=[C:38](Cl)[O:39][CH:40]=2)=[O:35])[CH3:32])[CH:22]=[C:23]([F:30])[C:24]=1[NH:25][S:26]([CH3:29])(=[O:28])=[O:27].C([O-])([O-])=O.[Cs+].[Cs+], predict the reaction product. The product is: [F:30][C:23]1[CH:22]=[C:21]([CH:31]([NH:33][C:34]([C:36]2[N:37]=[C:38]([C:5]3[CH:4]=[C:3]([C:2]([F:17])([F:16])[F:1])[CH:8]=[C:7]([C:9]([F:12])([F:11])[F:10])[CH:6]=3)[O:39][CH:40]=2)=[O:35])[CH3:32])[CH:20]=[C:19]([F:18])[C:24]=1[NH:25][S:26]([CH3:29])(=[O:28])=[O:27]. (3) Given the reactants [OH:1][N:2]=[C:3]([C:5]1[N:6]=[C:7]([CH:10]2[CH2:15][CH2:14][N:13]([C:16](=[O:28])[CH2:17][N:18]3[C:22]([CH3:23])=[CH:21][C:20]([C:24]([F:27])([F:26])[F:25])=[N:19]3)[CH2:12][CH2:11]2)[S:8][CH:9]=1)[CH3:4].Br[CH2:30][CH2:31][C:32]1[CH:37]=[CH:36][CH:35]=[CH:34][CH:33]=1.C(=O)([O-])[O-].[Cs+].[Cs+].[C:44](#N)[CH3:45], predict the reaction product. The product is: [CH3:23][C:22]1[N:18]([CH2:17][C:16]([N:13]2[CH2:14][CH2:15][CH:10]([C:7]3[S:8][CH:9]=[C:5]([C:3](=[N:2][O:1][CH2:44][CH2:45][CH2:30][CH2:31][C:32]4[CH:37]=[CH:36][CH:35]=[CH:34][CH:33]=4)[CH3:4])[N:6]=3)[CH2:11][CH2:12]2)=[O:28])[N:19]=[C:20]([C:24]([F:27])([F:26])[F:25])[CH:21]=1. (4) Given the reactants CC([O-])(C)C.[K+].[CH2:7]([N:14]1[C:22]2[C:17](=[CH:18][CH:19]=[CH:20][CH:21]=2)[CH:16]=[CH:15]1)[C:8]1[CH:13]=[CH:12][CH:11]=[CH:10][CH:9]=1.[SiH2:23]([CH2:26][CH3:27])[CH2:24][CH3:25], predict the reaction product. The product is: [CH2:7]([N:14]1[C:22]2[C:17](=[CH:18][CH:19]=[CH:20][CH:21]=2)[CH:16]=[C:15]1[SiH:23]([CH2:26][CH3:27])[CH2:24][CH3:25])[C:8]1[CH:13]=[CH:12][CH:11]=[CH:10][CH:9]=1.